This data is from Reaction yield outcomes from USPTO patents with 853,638 reactions. The task is: Predict the reaction yield, written as a fraction of the theoretical maximum amount of product (1.0 means a 100% yield; for example, 0.34 means a 34% yield). (1) The reactants are [C:1]([O:5][C:6](=[O:9])[CH2:7][NH2:8])([CH3:4])([CH3:3])[CH3:2].[CH3:10][C:11]([CH3:18])([CH:15]([CH3:17])[CH3:16])[CH2:12][CH:13]=O. The catalyst is C(Cl)Cl. The product is [C:1]([O:5][C:6](=[O:9])[CH2:7]/[N:8]=[CH:13]/[CH2:12][C:11]([CH3:18])([CH3:10])[CH:15]([CH3:17])[CH3:16])([CH3:4])([CH3:3])[CH3:2]. The yield is 0.800. (2) The product is [Br:18][C:19]1[CH:20]=[C:21]2[C@@:33]3([CH2:37][O:36][C:35]([NH2:38])=[N:34]3)[C:32]3[C:27](=[N:28][CH:29]=[C:30]([CH2:12][O:11][C:7]([CH3:10])([CH3:9])[CH3:8])[CH:31]=3)[O:26][C:22]2=[CH:23][C:24]=1[F:25]. The catalyst is CCOC(C)=O.C([Pd-2](Cl)=C1N(C2C(CCC)=CC=CC=2CCC)CCN1C1C(CCC)=CC=CC=1CCC)C=C.O. The reactants are C(=O)([O-])[O-].[Cs+].[Cs+].[C:7]([O:11][CH2:12][B-](F)(F)F)([CH3:10])([CH3:9])[CH3:8].[K+].[Br:18][C:19]1[CH:20]=[C:21]2[C@@:33]3([CH2:37][O:36][C:35]([NH2:38])=[N:34]3)[C:32]3[C:27](=[N:28][CH:29]=[C:30](I)[CH:31]=3)[O:26][C:22]2=[CH:23][C:24]=1[F:25].O1CCOCC1. The yield is 0.199. (3) The reactants are C[Si]([N-][Si](C)(C)C)(C)C.[Li+].[F:11][CH:12]([F:27])[C:13]1[CH:17]=[CH:16][NH:15][C:14]=1[C:18]([NH:20][C:21]1[CH:26]=[CH:25][CH:24]=[CH:23][CH:22]=1)=[O:19].C1(P(C2C=CC=CC=2)(=O)[NH2:35])C=CC=CC=1.O. The catalyst is CN(C=O)C. The product is [NH2:35][N:15]1[CH:16]=[CH:17][C:13]([CH:12]([F:11])[F:27])=[C:14]1[C:18]([NH:20][C:21]1[CH:22]=[CH:23][CH:24]=[CH:25][CH:26]=1)=[O:19]. The yield is 0.380. (4) The reactants are Br[C:2]1[C:3]2[CH:12]=[C:11]([CH3:13])[O:10][C:4]=2[C:5](=[O:9])[N:6]([CH3:8])[CH:7]=1.[F:14][C:15]1[CH:42]=[C:41]([F:43])[CH:40]=[CH:39][C:16]=1[O:17][C:18]1[CH:23]=[CH:22][C:21]([NH:24][S:25]([CH2:28][CH3:29])(=[O:27])=[O:26])=[CH:20][C:19]=1B1OC(C)(C)C(C)(C)O1.[O-]P([O-])([O-])=O.[K+].[K+].[K+]. The catalyst is O1CCOCC1.O.C1C=CC(P(C2C=CC=CC=2)[C-]2C=CC=C2)=CC=1.C1C=CC(P(C2C=CC=CC=2)[C-]2C=CC=C2)=CC=1.Cl[Pd]Cl.[Fe+2]. The product is [F:14][C:15]1[CH:42]=[C:41]([F:43])[CH:40]=[CH:39][C:16]=1[O:17][C:18]1[CH:19]=[CH:20][C:21]([NH:24][S:25]([CH2:28][CH3:29])(=[O:26])=[O:27])=[CH:22][C:23]=1[C:2]1[C:3]2[CH:12]=[C:11]([CH3:13])[O:10][C:4]=2[C:5](=[O:9])[N:6]([CH3:8])[CH:7]=1. The yield is 0.120. (5) The reactants are [CH2:1]([O:8][C:9]1[CH:18]=[CH:17][C:12]([C:13]([O:15]C)=[O:14])=[CH:11][C:10]=1/[C:19](/[CH3:22])=[CH:20]\[CH3:21])[C:2]1[CH:7]=[CH:6][CH:5]=[CH:4][CH:3]=1.[OH-].[K+]. The catalyst is CO.O. The product is [CH2:1]([O:8][C:9]1[CH:18]=[CH:17][C:12]([C:13]([OH:15])=[O:14])=[CH:11][C:10]=1/[C:19](/[CH3:22])=[CH:20]\[CH3:21])[C:2]1[CH:3]=[CH:4][CH:5]=[CH:6][CH:7]=1. The yield is 0.820. (6) The reactants are [N:1]([CH2:4][C@@H:5]1[C@H:9]2[O:10][C:11]([CH3:14])([CH3:13])[O:12][C@H:8]2[C@H:7]([N:15]2[C:19]3[N:20]=[CH:21][N:22]=[C:23](Cl)[C:18]=3[CH:17]=[CH:16]2)[CH2:6]1)=[N+:2]=[N-:3].[NH3:25]. The catalyst is CO. The product is [N:1]([CH2:4][C@@H:5]1[C@H:9]2[O:10][C:11]([CH3:14])([CH3:13])[O:12][C@H:8]2[C@H:7]([N:15]2[C:19]3[N:20]=[CH:21][N:22]=[C:23]([NH2:25])[C:18]=3[CH:17]=[CH:16]2)[CH2:6]1)=[N+:2]=[N-:3]. The yield is 0.560. (7) The reactants are [Br:1][C:2]1[C:3]([N:17]2[CH2:22][CH2:21][CH2:20][C@@H:19]([NH:23]C(=O)OC(C)(C)C)[CH2:18]2)=[C:4]2[C:10]([NH:11][C:12](=[O:16])[CH2:13][C:14]#[N:15])=[CH:9][NH:8][C:5]2=[N:6][CH:7]=1.C(O)(C(F)(F)F)=O.C(Cl)[Cl:39]. No catalyst specified. The product is [ClH:39].[NH2:23][C@@H:19]1[CH2:20][CH2:21][CH2:22][N:17]([C:3]2[C:2]([Br:1])=[CH:7][N:6]=[C:5]3[NH:8][CH:9]=[C:10]([NH:11][C:12](=[O:16])[CH2:13][C:14]#[N:15])[C:4]=23)[CH2:18]1. The yield is 0.740.